Dataset: Catalyst prediction with 721,799 reactions and 888 catalyst types from USPTO. Task: Predict which catalyst facilitates the given reaction. (1) Reactant: Cl.Cl.[NH:3]1[CH2:8][CH2:7][CH:6]([N:9]2[CH2:13][CH2:12][N:11]([CH2:14][CH2:15][CH2:16][N:17]3[CH2:22][CH2:21][CH2:20][CH2:19][CH2:18]3)[C:10]2=[C:23]([C:26]#[N:27])[C:24]#[N:25])[CH2:5][CH2:4]1.Br[CH2:29][CH:30]1[CH2:32][CH2:31]1.C(=O)([O-])[O-].[K+].[K+].Cl. Product: [CH:30]1([CH2:29][N:3]2[CH2:8][CH2:7][CH:6]([N:9]3[CH2:13][CH2:12][N:11]([CH2:14][CH2:15][CH2:16][N:17]4[CH2:22][CH2:21][CH2:20][CH2:19][CH2:18]4)[C:10]3=[C:23]([C:24]#[N:25])[C:26]#[N:27])[CH2:5][CH2:4]2)[CH2:32][CH2:31]1. The catalyst class is: 12. (2) Reactant: [CH2:1]([O:3][C:4](=[O:19])[CH2:5][C:6]1[CH:11]=[CH:10][C:9]([O:12][CH:13]([F:15])[F:14])=[C:8]([N+:16]([O-:18])=[O:17])[CH:7]=1)[CH3:2].[NH2:20][C:21]1[N:25]([CH:26]([CH:36]([OH:38])[CH3:37])[CH2:27][CH2:28][CH2:29][C:30]2[CH:35]=[CH:34][CH:33]=[CH:32][CH:31]=2)[CH:24]=[N:23][C:22]=1[C:39]([NH2:41])=[O:40].[Na]. The catalyst class is: 8. Product: [C:4]([O:3][CH2:1][CH3:2])(=[O:19])[CH3:5].[CH3:36][OH:38].[NH4+:16].[OH-:3].[F:15][CH:13]([F:14])[O:12][C:9]1[CH:10]=[CH:11][C:6]([CH2:5][C:4]2[NH:41][C:39](=[O:40])[C:22]3[N:23]=[CH:24][N:25]([CH:26]([CH:36]([OH:38])[CH3:37])[CH2:27][CH2:28][CH2:29][C:30]4[CH:35]=[CH:34][CH:33]=[CH:32][CH:31]=4)[C:21]=3[N:20]=2)=[CH:7][C:8]=1[N+:16]([O-:18])=[O:17].